Dataset: Full USPTO retrosynthesis dataset with 1.9M reactions from patents (1976-2016). Task: Predict the reactants needed to synthesize the given product. (1) Given the product [F:10][C:8]1[CH:7]=[C:4]([CH:3]=[C:2]([B:11]2[O:15][C:14]([CH3:17])([CH3:16])[C:13]([CH3:19])([CH3:18])[O:12]2)[CH:9]=1)[C:5]#[N:6], predict the reactants needed to synthesize it. The reactants are: Br[C:2]1[CH:3]=[C:4]([CH:7]=[C:8]([F:10])[CH:9]=1)[C:5]#[N:6].[B:11]1([B:11]2[O:15][C:14]([CH3:17])([CH3:16])[C:13]([CH3:19])([CH3:18])[O:12]2)[O:15][C:14]([CH3:17])([CH3:16])[C:13]([CH3:19])([CH3:18])[O:12]1.CC([O-])=O.[K+]. (2) The reactants are: [C:1]([C:5]1[CH:6]=[C:7]([C:49](=[O:52])[NH:50][CH3:51])[C:8]([O:47][CH3:48])=[C:9]([NH:11][C:12](=[O:46])[NH:13][C:14]2[C:23]3[C:18](=[CH:19][CH:20]=[CH:21][CH:22]=3)[C:17]([O:24][C:25]3[CH:30]=[CH:29][N:28]=[C:27]([NH:31][C:32]4[CH:37]=[CH:36][C:35]([P:38]([CH3:43])(=[O:42])[O:39]CC)=[C:34]([O:44][CH3:45])[CH:33]=4)[CH:26]=3)=[CH:16][CH:15]=2)[CH:10]=1)([CH3:4])([CH3:3])[CH3:2].[OH-].[Na+].C(O)(=O)C. Given the product [C:1]([C:5]1[CH:6]=[C:7]([C:49](=[O:52])[NH:50][CH3:51])[C:8]([O:47][CH3:48])=[C:9]([NH:11][C:12]([NH:13][C:14]2[C:23]3[C:18](=[CH:19][CH:20]=[CH:21][CH:22]=3)[C:17]([O:24][C:25]3[CH:30]=[CH:29][N:28]=[C:27]([NH:31][C:32]4[CH:37]=[CH:36][C:35]([P:38]([CH3:43])(=[O:39])[OH:42])=[C:34]([O:44][CH3:45])[CH:33]=4)[CH:26]=3)=[CH:16][CH:15]=2)=[O:46])[CH:10]=1)([CH3:4])([CH3:2])[CH3:3], predict the reactants needed to synthesize it. (3) Given the product [ClH:49].[CH3:27][S:28]([O:31][C:32]1[CH:37]=[C:36]([C:21]2[CH:20]=[C:19]([C:4]3([C:9]4[CH:14]=[CH:13][C:12]([O:15][CH:16]([F:17])[F:18])=[CH:11][CH:10]=4)[C:5](=[O:8])[N:6]([CH3:7])[C:2]([NH2:1])=[N:3]3)[CH:24]=[CH:23][C:22]=2[F:25])[CH:35]=[C:34]([O:47][CH3:48])[CH:33]=1)(=[O:30])=[O:29], predict the reactants needed to synthesize it. The reactants are: [NH2:1][C:2]1[N:6]([CH3:7])[C:5](=[O:8])[C:4]([C:19]2[CH:24]=[CH:23][C:22]([F:25])=[C:21](Br)[CH:20]=2)([C:9]2[CH:14]=[CH:13][C:12]([O:15][CH:16]([F:18])[F:17])=[CH:11][CH:10]=2)[N:3]=1.[CH3:27][S:28]([O:31][C:32]1[CH:37]=[C:36](B2OC(C)(C)C(C)(C)O2)[CH:35]=[C:34]([O:47][CH3:48])[CH:33]=1)(=[O:30])=[O:29].[ClH:49].